From a dataset of Full USPTO retrosynthesis dataset with 1.9M reactions from patents (1976-2016). Predict the reactants needed to synthesize the given product. (1) Given the product [NH2:20][C:21]1[S:22][CH:23]=[C:24]([C:26]2[CH:34]=[CH:33][CH:32]=[CH:31][C:27]=2[C:28]([N:2]2[C@H:3]([CH2:7][NH:8][C:9]([C:11]3[CH:12]=[CH:13][CH:14]=[C:15]4[O:19][CH:18]=[CH:17][C:16]=34)=[O:10])[CH2:4][C@H:5]3[C@@H:1]2[CH2:6]3)=[O:29])[N:25]=1, predict the reactants needed to synthesize it. The reactants are: [C@H:1]12[CH2:6][C@H:5]1[CH2:4][C@@H:3]([CH2:7][NH:8][C:9]([C:11]1[CH:12]=[CH:13][CH:14]=[C:15]3[O:19][CH:18]=[CH:17][C:16]=13)=[O:10])[NH:2]2.[NH2:20][C:21]1[S:22][CH:23]=[C:24]([C:26]2[CH:34]=[CH:33][CH:32]=[CH:31][C:27]=2[C:28](O)=[O:29])[N:25]=1. (2) The reactants are: Cl[C:2]1[C:3]([O:8][C:9]2[CH:14]=[CH:13][C:12]([NH:15][C:16]3[NH:20][C:19]4[CH:21]=[CH:22][CH:23]=[CH:24][C:18]=4[N:17]=3)=[CH:11][CH:10]=2)=[N:4][CH:5]=[CH:6][N:7]=1.[NH:25]1[CH2:30][CH2:29][O:28][CH2:27][CH2:26]1. Given the product [O:28]1[CH2:29][CH2:30][N:25]([C:2]2[C:3]([O:8][C:9]3[CH:10]=[CH:11][C:12]([NH:15][C:16]4[NH:20][C:19]5[CH:21]=[CH:22][CH:23]=[CH:24][C:18]=5[N:17]=4)=[CH:13][CH:14]=3)=[N:4][CH:5]=[CH:6][N:7]=2)[CH2:26][CH2:27]1, predict the reactants needed to synthesize it. (3) Given the product [C:16]1([C:22]2[N:26]=[C:25]([N:27]3[CH2:32][CH2:31][N:30]([C:8]([NH:7][C:4]4[CH:5]=[CH:6][N:1]=[N:2][CH:3]=4)=[O:15])[CH2:29][CH2:28]3)[S:24][N:23]=2)[CH:17]=[CH:18][CH:19]=[CH:20][CH:21]=1, predict the reactants needed to synthesize it. The reactants are: [N:1]1[CH:6]=[CH:5][C:4]([NH:7][C:8](=[O:15])OCC(Cl)(Cl)Cl)=[CH:3][N:2]=1.[C:16]1([C:22]2[N:26]=[C:25]([N:27]3[CH2:32][CH2:31][NH:30][CH2:29][CH2:28]3)[S:24][N:23]=2)[CH:21]=[CH:20][CH:19]=[CH:18][CH:17]=1.C(N(C(C)C)CC)(C)C.CS(C)=O. (4) Given the product [N+:24]([C:27]1[CH:36]=[CH:35][C:30](/[CH:31]=[CH:32]/[CH2:33][NH:1][C:2]2[CH:3]=[C:4]([C:8]3[N:13]4[N:14]=[CH:15][C:16]([C:17]([C:19]5[S:20][CH:21]=[CH:22][CH:23]=5)=[O:18])=[C:12]4[N:11]=[CH:10][CH:9]=3)[CH:5]=[CH:6][CH:7]=2)=[CH:29][CH:28]=1)([O-:26])=[O:25], predict the reactants needed to synthesize it. The reactants are: [NH2:1][C:2]1[CH:3]=[C:4]([C:8]2[N:13]3[N:14]=[CH:15][C:16]([C:17]([C:19]4[S:20][CH:21]=[CH:22][CH:23]=4)=[O:18])=[C:12]3[N:11]=[CH:10][CH:9]=2)[CH:5]=[CH:6][CH:7]=1.[N+:24]([C:27]1[CH:36]=[CH:35][C:30]([CH:31]=[CH:32][CH:33]=O)=[CH:29][CH:28]=1)([O-:26])=[O:25]. (5) Given the product [CH2:47]([O:49][C:50](=[O:54])[CH2:51][CH2:52][NH:53][C:22](=[O:23])[C:21]1[CH:25]=[CH:26][C:18]([CH:10]([S:9][C:5]2[CH:6]=[C:7]([CH3:8])[C:2]([Br:1])=[C:3]([CH3:27])[CH:4]=2)[CH2:11][CH2:12][CH2:13][C:14]([F:17])([F:15])[F:16])=[CH:19][CH:20]=1)[CH3:48], predict the reactants needed to synthesize it. The reactants are: [Br:1][C:2]1[C:7]([CH3:8])=[CH:6][C:5]([S:9][CH:10]([C:18]2[CH:26]=[CH:25][C:21]([C:22](O)=[O:23])=[CH:20][CH:19]=2)[CH2:11][CH2:12][CH2:13][C:14]([F:17])([F:16])[F:15])=[CH:4][C:3]=1[CH3:27].ClC1N=C(OC)N=C(OC)N=1.CN1CCOCC1.Cl.[CH2:47]([O:49][C:50](=[O:54])[CH2:51][CH2:52][NH2:53])[CH3:48]. (6) Given the product [NH2:16][C:10]1[O:11][CH2:12][C:13]([F:14])([F:15])[C@:8]([C:6]2[CH:7]=[C:2]([NH:1][C:27]([C:21]3[C:20]([Cl:19])=[CH:25][C:24]([Cl:26])=[CH:23][N:22]=3)=[O:28])[CH:3]=[CH:4][C:5]=2[F:18])([CH3:17])[N:9]=1, predict the reactants needed to synthesize it. The reactants are: [NH2:1][C:2]1[CH:3]=[CH:4][C:5]([F:18])=[C:6]([C@:8]2([CH3:17])[C:13]([F:15])([F:14])[CH2:12][O:11][C:10]([NH2:16])=[N:9]2)[CH:7]=1.[Cl:19][C:20]1[C:21]([C:27](O)=[O:28])=[N:22][CH:23]=[C:24]([Cl:26])[CH:25]=1.